Dataset: Reaction yield outcomes from USPTO patents with 853,638 reactions. Task: Predict the reaction yield, written as a fraction of the theoretical maximum amount of product (1.0 means a 100% yield; for example, 0.34 means a 34% yield). (1) The reactants are Br[CH2:2][C:3]([C:5]1[CH:10]=[CH:9][C:8]([O:11][CH3:12])=[CH:7][CH:6]=1)=O.[CH3:13][C:14]1[CH:15]=[CH:16][C:17]([NH2:20])=[N:18][CH:19]=1.C(=O)([O-])[O-].[Na+].[Na+]. The catalyst is CCO. The product is [CH3:12][O:11][C:8]1[CH:9]=[CH:10][C:5]([C:3]2[N:20]=[C:17]3[CH:16]=[CH:15][C:14]([CH3:13])=[CH:19][N:18]3[CH:2]=2)=[CH:6][CH:7]=1. The yield is 0.900. (2) The reactants are [CH:1]([O:4][C:5]1[CH:13]=[C:12]2[C:8]([CH:9]=[CH:10][NH:11]2)=[CH:7][C:6]=1[O:14][C:15]1[CH:20]=[CH:19][N:18]=[C:17]([NH2:21])[CH:16]=1)([CH3:3])[CH3:2].[H-].[Na+].[CH3:24][NH:25][C:26](=O)[O:27]C1C=CC=CC=1.[Cl-].[NH4+]. The catalyst is CN(C)C=O.C(OCC)(=O)C.O. The product is [NH2:21][C:17]1[CH:16]=[C:15]([O:14][C:6]2[CH:7]=[C:8]3[C:12](=[CH:13][C:5]=2[O:4][CH:1]([CH3:3])[CH3:2])[N:11]([C:26]([NH:25][CH3:24])=[O:27])[CH:10]=[CH:9]3)[CH:20]=[CH:19][N:18]=1. The yield is 0.980. (3) The reactants are C(O[C:4](=[O:9])[CH2:5][N+:6]([O-:8])=[O:7])C.[H-].[Na+].[H][H].[CH3:14][N:15]1C(=O)O[C:18](=[O:19])[C:17]2=[CH:23][CH:24]=[CH:25][CH:26]=[C:16]12.Cl. The catalyst is CC(N(C)C)=O. The product is [OH:19][C:18]1[C:17]2[C:16](=[CH:26][CH:25]=[CH:24][CH:23]=2)[N:15]([CH3:14])[C:4](=[O:9])[C:5]=1[N+:6]([O-:8])=[O:7]. The yield is 0.270. (4) The reactants are CO[CH:3](OC)[CH2:4][NH:5][C:6](=[O:16])[CH2:7][C:8]1[CH:13]=[CH:12][CH:11]=[C:10]([O:14][CH3:15])[CH:9]=1.Cl. The catalyst is C(O)(=O)C. The product is [CH3:15][O:14][C:10]1[CH:11]=[CH:12][C:13]2[CH:3]=[CH:4][NH:5][C:6](=[O:16])[CH2:7][C:8]=2[CH:9]=1. The yield is 0.510. (5) The reactants are [NH2:1][C:2]1[N:3]=[CH:4][C:5]([C:8]([O:10][CH3:11])=[O:9])=[N:6][CH:7]=1.[Br:12]N1C(=O)CCC1=O. The catalyst is C(#N)C. The product is [NH2:1][C:2]1[N:3]=[CH:4][C:5]([C:8]([O:10][CH3:11])=[O:9])=[N:6][C:7]=1[Br:12]. The yield is 0.470.